This data is from Catalyst prediction with 721,799 reactions and 888 catalyst types from USPTO. The task is: Predict which catalyst facilitates the given reaction. (1) Product: [Br:1][CH2:2][C:3]1[CH:4]=[CH:5][C:6]([C:7]([NH:12][CH2:13][CH:14]2[CH2:16][CH2:15]2)=[O:9])=[CH:10][CH:11]=1. Reactant: [Br:1][CH2:2][C:3]1[CH:11]=[CH:10][C:6]([C:7]([OH:9])=O)=[CH:5][CH:4]=1.[NH2:12][CH2:13][CH:14]1[CH2:16][CH2:15]1.Cl.CN(C)CCCN=C=NCC. The catalyst class is: 168. (2) Reactant: [C:1]([CH:6]=P(C1C=CC=CC=1)(C1C=CC=CC=1)C1C=CC=CC=1)([O:3][CH2:4][CH3:5])=[O:2].[F:26][C:27]1[C:28]([O:40][CH3:41])=[CH:29][C:30]([CH2:35][CH2:36][CH:37]([CH3:39])[CH3:38])=[C:31]([CH:34]=1)[CH:32]=O. Product: [F:26][C:27]1[C:28]([O:40][CH3:41])=[CH:29][C:30]([CH2:35][CH2:36][CH:37]([CH3:39])[CH3:38])=[C:31](/[CH:32]=[CH:6]/[C:1]([O:3][CH2:4][CH3:5])=[O:2])[CH:34]=1. The catalyst class is: 11.